Dataset: Forward reaction prediction with 1.9M reactions from USPTO patents (1976-2016). Task: Predict the product of the given reaction. Given the reactants C([O:5][C:6]1[CH:11]=[C:10]([C:12]2[CH:29]=[CH:28][C:15]([CH2:16][NH:17][C:18](=[O:27])[C:19]3[C:24]([Cl:25])=[CH:23][CH:22]=[CH:21][C:20]=3[Cl:26])=[CH:14][CH:13]=2)[CH:9]=[CH:8][N:7]=1)(C)(C)C, predict the reaction product. The product is: [Cl:26][C:20]1[CH:21]=[CH:22][CH:23]=[C:24]([Cl:25])[C:19]=1[C:18]([NH:17][CH2:16][C:15]1[CH:28]=[CH:29][C:12]([C:10]2[CH:9]=[CH:8][NH:7][C:6](=[O:5])[CH:11]=2)=[CH:13][CH:14]=1)=[O:27].